From a dataset of NCI-60 drug combinations with 297,098 pairs across 59 cell lines. Regression. Given two drug SMILES strings and cell line genomic features, predict the synergy score measuring deviation from expected non-interaction effect. (1) Drug 1: CCC1=C2CN3C(=CC4=C(C3=O)COC(=O)C4(CC)O)C2=NC5=C1C=C(C=C5)O. Drug 2: C1CCC(C(C1)N)N.C(=O)(C(=O)[O-])[O-].[Pt+4]. Synergy scores: CSS=33.5, Synergy_ZIP=6.79, Synergy_Bliss=8.08, Synergy_Loewe=7.27, Synergy_HSA=10.0. Cell line: OVCAR3. (2) Drug 2: C1C(C(OC1N2C=NC(=NC2=O)N)CO)O. Cell line: OVCAR-4. Synergy scores: CSS=45.7, Synergy_ZIP=-5.13, Synergy_Bliss=-4.34, Synergy_Loewe=2.72, Synergy_HSA=3.12. Drug 1: C1=C(C(=O)NC(=O)N1)F.